The task is: Predict which catalyst facilitates the given reaction.. This data is from Catalyst prediction with 721,799 reactions and 888 catalyst types from USPTO. Reactant: [O:1]1[C:5]2[CH:6]=[CH:7][CH:8]=[CH:9][C:4]=2[C:3]([C:10](=[O:13])[CH2:11]Br)=[CH:2]1.C([SnH](CCCC)CCCC)CCC.N(C(C)(C)C#N)=NC(C)(C)C#N. Product: [O:1]1[C:5]2[CH:6]=[CH:7][CH:8]=[CH:9][C:4]=2[C:3]([C:10](=[O:13])[CH3:11])=[CH:2]1. The catalyst class is: 11.